This data is from Full USPTO retrosynthesis dataset with 1.9M reactions from patents (1976-2016). The task is: Predict the reactants needed to synthesize the given product. (1) Given the product [CH3:1][O:2][C:3]1[CH:4]=[C:5]([CH:21]=[CH:22][C:23]=1[O:24][CH2:25][C:26]1[N:27]=[C:28]([C:32]2[CH:37]=[CH:36][CH:35]=[CH:34][CH:33]=2)[S:29][C:30]=1[CH3:31])[CH2:6][O:7][C:8]1[C:12](/[CH:13]=[CH:38]/[P:47](=[O:54])([O:48][CH2:49][CH3:50])[O:51][CH2:52][CH3:53])=[CH:11][N:10]([C:15]2[CH:16]=[CH:17][CH:18]=[CH:19][CH:20]=2)[N:9]=1, predict the reactants needed to synthesize it. The reactants are: [CH3:1][O:2][C:3]1[CH:4]=[C:5]([CH:21]=[CH:22][C:23]=1[O:24][CH2:25][C:26]1[N:27]=[C:28]([C:32]2[CH:37]=[CH:36][CH:35]=[CH:34][CH:33]=2)[S:29][C:30]=1[CH3:31])[CH2:6][O:7][C:8]1[C:12]([CH:13]=O)=[CH:11][N:10]([C:15]2[CH:20]=[CH:19][CH:18]=[CH:17][CH:16]=2)[N:9]=1.[CH2:38]([P:47](=[O:54])([O:51][CH2:52][CH3:53])[O:48][CH2:49][CH3:50])P(=O)(OCC)OCC.CN(C)C=O.[H-].[Na+]. (2) Given the product [CH3:19][O:18][C@@H:5]([CH2:6][C:7]1[CH:8]=[CH:9][C:10]([O:13][CH2:14][CH2:15][CH2:16][O:21][C:22]2[CH:23]=[CH:24][C:25]([C:28]([C:30]3[C:39]4[C:34](=[CH:35][CH:36]=[CH:37][CH:38]=4)[CH:33]=[CH:32][CH:31]=3)=[O:29])=[CH:26][CH:27]=2)=[CH:11][CH:12]=1)[C:4]([OH:3])=[O:20], predict the reactants needed to synthesize it. The reactants are: C([O:3][C:4](=[O:20])[C@@H:5]([O:18][CH3:19])[CH2:6][C:7]1[CH:12]=[CH:11][C:10]([O:13][CH2:14][CH2:15][CH2:16]Br)=[CH:9][CH:8]=1)C.[OH:21][C:22]1[CH:27]=[CH:26][C:25]([C:28]([C:30]2[C:39]3[C:34](=[CH:35][CH:36]=[CH:37][CH:38]=3)[CH:33]=[CH:32][CH:31]=2)=[O:29])=[CH:24][CH:23]=1.[OH-].[Na+]. (3) Given the product [C:9]([NH:12][C:13]1[N:18]2[C:19]3[N:25]=[CH:24][CH:23]=[C:22]([O:26][CH3:27])[C:20]=3[C:21]([I:8])=[C:17]2[CH:16]=[CH:15][N:14]=1)(=[O:11])[CH3:10], predict the reactants needed to synthesize it. The reactants are: C1C(=O)N([I:8])C(=O)C1.[C:9]([NH:12][C:13]1[N:18]2[C:19]3[N:25]=[CH:24][CH:23]=[C:22]([O:26][CH3:27])[C:20]=3[CH:21]=[C:17]2[CH:16]=[CH:15][N:14]=1)(=[O:11])[CH3:10]. (4) Given the product [CH2:34]([Si:27]1([CH2:28][CH2:29][CH2:30][CH2:31][CH2:32][CH3:33])[C:2]2[CH:6]=[CH:5][S:4][C:3]=2[C:11]2[S:12][CH:13]=[CH:14][C:15]1=2)[CH2:35][CH2:36][CH2:37][CH2:38][CH3:39], predict the reactants needed to synthesize it. The reactants are: Br[C:2]1[CH:6]=[C:5]([Si](C)(C)C)[S:4][C:3]=1[C:11]1[S:12][C:13]([Si](C)(C)C)=[CH:14][C:15]=1Br.C([Li])CCC.Cl[Si:27](Cl)([CH2:34][CH2:35][CH2:36][CH2:37][CH2:38][CH3:39])[CH2:28][CH2:29][CH2:30][CH2:31][CH2:32][CH3:33].O. (5) Given the product [C:11]([C:8]1[CH:9]=[CH:10][C:2]([C:24]2[CH2:25][N:26]([C:30]([O:32][C:33]([CH3:36])([CH3:35])[CH3:34])=[O:31])[CH2:27][CH2:28][CH:29]=2)=[C:3]2[C:7]=1[NH:6][C:5]([CH3:14])=[C:4]2[CH3:15])(=[O:12])[NH2:13], predict the reactants needed to synthesize it. The reactants are: Br[C:2]1[CH:10]=[CH:9][C:8]([C:11]([NH2:13])=[O:12])=[C:7]2[C:3]=1[C:4]([CH3:15])=[C:5]([CH3:14])[NH:6]2.CC1(C)C(C)(C)OB([C:24]2[CH2:25][N:26]([C:30]([O:32][C:33]([CH3:36])([CH3:35])[CH3:34])=[O:31])[CH2:27][CH2:28][CH:29]=2)O1.O1CCOCC1.C([O-])([O-])=O.[Cs+].[Cs+]. (6) The reactants are: [C:1]([C:3]1[C:4]([CH2:21][CH:22]([CH3:24])[CH3:23])=[N:5][C:6]([CH3:20])=[C:7]([C:12]=1[C:13]1[CH:18]=[CH:17][C:16]([CH3:19])=[CH:15][CH:14]=1)[C:8]([O:10][CH3:11])=[O:9])#[N:2].N.O1CCCC1.[H][H]. Given the product [NH2:2][CH2:1][C:3]1[C:4]([CH2:21][CH:22]([CH3:24])[CH3:23])=[N:5][C:6]([CH3:20])=[C:7]([C:12]=1[C:13]1[CH:14]=[CH:15][C:16]([CH3:19])=[CH:17][CH:18]=1)[C:8]([O:10][CH3:11])=[O:9], predict the reactants needed to synthesize it. (7) Given the product [NH:23]1[CH2:24][CH:21]([O:20][C:17]2[CH:18]=[C:19]3[C:14](=[CH:15][C:16]=2[O:68][CH2:52][CH2:53][O:56][CH3:57])[N:13]=[CH:12][N:11]=[C:10]3[NH:9][C:4]2[CH:5]=[CH:6][C:7]([F:8])=[C:2]([Cl:1])[C:3]=2[F:36])[CH2:22]1, predict the reactants needed to synthesize it. The reactants are: [Cl:1][C:2]1[C:3]([F:36])=[C:4]([NH:9][C:10]2[C:19]3[C:14](=[CH:15][C:16](CCOC)=[C:17]([O:20][CH:21]4[CH2:24][N:23](C(OC(C)(C)C)=O)[CH2:22]4)[CH:18]=3)[N:13]=[CH:12][N:11]=2)[CH:5]=[CH:6][C:7]=1[F:8].ClC1C(F)=C(NC2C3C(=C[C:52]([OH:68])=[C:53]([O:56][CH:57]4CN(C(OC(C)(C)C)=O)C4)C=3)N=CN=2)C=CC=1F. (8) The reactants are: [F:1][C:2]1[CH:8]=[C:7](Br)[CH:6]=[C:5]([F:10])[C:3]=1[NH2:4].[CH3:11][O:12][C:13]1[CH:14]=[C:15](B(O)O)[CH:16]=[CH:17][CH:18]=1. Given the product [F:1][C:2]1[CH:8]=[C:7]([C:17]2[CH:16]=[CH:15][CH:14]=[C:13]([O:12][CH3:11])[CH:18]=2)[CH:6]=[C:5]([F:10])[C:3]=1[NH2:4], predict the reactants needed to synthesize it. (9) Given the product [OH:16][CH2:13][CH:3]1[CH2:4][CH2:5][N:1]2[C:9]3[C:4]([C:3]([CH2:10][C:11]([NH2:12])=[O:21])=[C:2]2[CH2:2]1)=[CH:5][CH:6]=[CH:7][CH:8]=3, predict the reactants needed to synthesize it. The reactants are: [NH:1]1[C:9]2[C:4](=[CH:5][CH:6]=[CH:7][CH:8]=2)[C:3]([CH2:10][C:11]#[N:12])=[CH:2]1.[C:13](=[O:16])([O-])[O-].[K+].[K+].OO.[OH2:21]. (10) The reactants are: [N:1]1[C:10]2C(=[CH:6][CH:7]=[C:8]3[CH:14]=[CH:13][CH:12]=[CH:11][C:9]3=2)C=C[CH:2]=1.C[O:16]C1C=NC2C(C=1)=CC=C1C=CC=CC=21.[CH2:31]([Li])[CH2:32][CH2:33][CH3:34].CI.[NH4+].[Cl-]. Given the product [CH3:2][N:1]1[C:10]2[C:34](=[CH:6][CH:7]=[C:8]3[CH:14]=[CH:13][CH:12]=[CH:11][C:9]3=2)[CH:33]=[CH:32][CH:31]1[OH:16], predict the reactants needed to synthesize it.